Regression. Given two drug SMILES strings and cell line genomic features, predict the synergy score measuring deviation from expected non-interaction effect. From a dataset of NCI-60 drug combinations with 297,098 pairs across 59 cell lines. Drug 1: CC=C1C(=O)NC(C(=O)OC2CC(=O)NC(C(=O)NC(CSSCCC=C2)C(=O)N1)C(C)C)C(C)C. Drug 2: C1=CN(C=N1)CC(O)(P(=O)(O)O)P(=O)(O)O. Cell line: SF-539. Synergy scores: CSS=59.5, Synergy_ZIP=2.91, Synergy_Bliss=-3.28, Synergy_Loewe=-63.8, Synergy_HSA=-3.24.